This data is from Full USPTO retrosynthesis dataset with 1.9M reactions from patents (1976-2016). The task is: Predict the reactants needed to synthesize the given product. (1) Given the product [CH3:1][C:2]1[CH:7]=[CH:6][C:5]([C:8]2[N:12]([C:13]3[CH:14]=[CH:15][C:16]([S:19]([NH:22][C:27](=[O:29])[CH3:28])(=[O:21])=[O:20])=[CH:17][CH:18]=3)[N:11]=[C:10]([C:23]([F:24])([F:26])[F:25])[CH:9]=2)=[CH:4][CH:3]=1, predict the reactants needed to synthesize it. The reactants are: [CH3:1][C:2]1[CH:7]=[CH:6][C:5]([C:8]2[N:12]([C:13]3[CH:18]=[CH:17][C:16]([S:19]([NH2:22])(=[O:21])=[O:20])=[CH:15][CH:14]=3)[N:11]=[C:10]([C:23]([F:26])([F:25])[F:24])[CH:9]=2)=[CH:4][CH:3]=1.[C:27](O)(=[O:29])[CH3:28]. (2) Given the product [Br:10][CH2:9][C:3]1[CH:4]=[CH:5][C:6]([I:8])=[CH:7][C:2]=1[F:1].[F:1][C:2]1[CH:7]=[C:6]([I:8])[CH:5]=[CH:4][C:3]=1[CH3:9], predict the reactants needed to synthesize it. The reactants are: [F:1][C:2]1[CH:7]=[C:6]([I:8])[CH:5]=[CH:4][C:3]=1[CH3:9].[Br:10]N1C(=O)CCC1=O. (3) Given the product [Cl:1][C:2]1[CH:7]=[CH:6][C:5]([N:8]([C:9]([C:11]2[O:12][CH:13]=[CH:14][CH:15]=2)=[O:10])[C:17](=[O:18])[O:19][C:20]([CH3:23])([CH3:22])[CH3:21])=[C:4]([I:16])[CH:3]=1, predict the reactants needed to synthesize it. The reactants are: [Cl:1][C:2]1[CH:7]=[CH:6][C:5]([NH:8][C:9]([C:11]2[O:12][CH:13]=[CH:14][CH:15]=2)=[O:10])=[C:4]([I:16])[CH:3]=1.[C:17](O[C:17]([O:19][C:20]([CH3:23])([CH3:22])[CH3:21])=[O:18])([O:19][C:20]([CH3:23])([CH3:22])[CH3:21])=[O:18]. (4) The reactants are: Cl.[NH2:2][CH:3]([C:6]1[C:15]2[C:10](=[CH:11][CH:12]=[CH:13][CH:14]=2)[CH:9]=[CH:8][CH:7]=1)[C:4]#[N:5].[CH3:16][O:17][C:18]1[C:36]([O:37][CH3:38])=[C:35]([O:39][CH3:40])[CH:34]=[CH:33][C:19]=1[C:20]([NH:22][CH2:23][CH2:24][N:25]1[CH:29]=[C:28]([C:30](O)=[O:31])[N:27]=[N:26]1)=[O:21]. Given the product [C:4]([CH:3]([NH:2][C:30]([C:28]1[N:27]=[N:26][N:25]([CH2:24][CH2:23][NH:22][C:20](=[O:21])[C:19]2[CH:33]=[CH:34][C:35]([O:39][CH3:40])=[C:36]([O:37][CH3:38])[C:18]=2[O:17][CH3:16])[CH:29]=1)=[O:31])[C:6]1[C:15]2[C:10](=[CH:11][CH:12]=[CH:13][CH:14]=2)[CH:9]=[CH:8][CH:7]=1)#[N:5], predict the reactants needed to synthesize it. (5) Given the product [F:39][C:36]([F:37])([F:38])[C:34]1[CH:35]=[C:30]([CH:31]=[C:32]([C:40]([F:41])([F:42])[F:43])[CH:33]=1)[CH2:29][N:22]([C:23]1[N:24]=[N:25][N:26]([CH3:28])[N:27]=1)[C@@H:12]1[C:13]2=[CH:14][C:15]3[CH2:16][O:17][CH2:18][C:19]=3[CH:20]=[C:21]2[N:8]([CH2:7][CH2:6][C:5]([CH3:45])([CH3:44])[CH2:4][C:3]([OH:46])=[O:2])[CH2:9][CH2:10][CH2:11]1, predict the reactants needed to synthesize it. The reactants are: C[O:2][C:3](=[O:46])[CH2:4][C:5]([CH3:45])([CH3:44])[CH2:6][CH2:7][N:8]1[C:21]2[C:13](=[CH:14][C:15]3[CH2:16][O:17][CH2:18][C:19]=3[CH:20]=2)[C@@H:12]([N:22]([CH2:29][C:30]2[CH:35]=[C:34]([C:36]([F:39])([F:38])[F:37])[CH:33]=[C:32]([C:40]([F:43])([F:42])[F:41])[CH:31]=2)[C:23]2[N:24]=[N:25][N:26]([CH3:28])[N:27]=2)[CH2:11][CH2:10][CH2:9]1.[OH-].[Na+].Cl. (6) Given the product [CH2:29]([O:31][C:32]([C:34]1([C:37]2[CH:42]=[CH:41][C:40]([C:16]3[CH:17]=[CH:18][C:13]([C:12]4[O:11][N:10]=[C:9]([CH3:20])[C:8]=4[CH:6]4[CH2:7][CH:5]4[C:3](=[O:4])[N:2]([CH3:1])[C@@H:21]([C:23]4[CH:28]=[CH:27][CH:26]=[CH:25][CH:24]=4)[CH3:22])=[CH:14][CH:15]=3)=[CH:39][CH:38]=2)[CH2:35][CH2:36]1)=[O:33])[CH3:30], predict the reactants needed to synthesize it. The reactants are: [CH3:1][N:2]([C@@H:21]([C:23]1[CH:28]=[CH:27][CH:26]=[CH:25][CH:24]=1)[CH3:22])[C:3]([CH:5]1[CH2:7][CH:6]1[C:8]1[C:9]([CH3:20])=[N:10][O:11][C:12]=1[C:13]1[CH:18]=[CH:17][C:16](Br)=[CH:15][CH:14]=1)=[O:4].[CH2:29]([O:31][C:32]([C:34]1([C:37]2[CH:42]=[CH:41][C:40](B3OC(C)(C)C(C)(C)O3)=[CH:39][CH:38]=2)[CH2:36][CH2:35]1)=[O:33])[CH3:30]. (7) Given the product [I:27][C:28]1[N:32]2[CH:33]=[CH:34][CH:35]=[CH:36][C:31]2=[N:30][C:29]=1[CH2:37][C@@H:38]1[CH2:43][CH2:42][CH2:41][CH2:40][N:39]1[C:7]([C:5]1[N:6]=[C:2]([CH3:1])[S:3][C:4]=1[C:10]1[CH:15]=[CH:14][CH:13]=[CH:12][CH:11]=1)=[O:9], predict the reactants needed to synthesize it. The reactants are: [CH3:1][C:2]1[S:3][C:4]([C:10]2[CH:15]=[CH:14][CH:13]=[CH:12][CH:11]=2)=[C:5]([C:7]([OH:9])=O)[N:6]=1.C(Cl)(=O)C(Cl)=O.CN(C=O)C.[I:27][C:28]1[N:32]2[CH:33]=[CH:34][CH:35]=[CH:36][C:31]2=[N:30][C:29]=1[CH2:37][C@@H:38]1[CH2:43][CH2:42][CH2:41][CH2:40][NH:39]1. (8) Given the product [F:1][C:2]1[CH:11]=[CH:10][C:9]([N:12]2[CH2:17][CH2:16][CH:15]([N:31]3[CH2:32][CH2:33][N:28]([C:25]4[C:24]5[CH:34]=[C:20]([F:19])[CH:21]=[CH:22][C:23]=5[O:27][CH:26]=4)[CH2:29][CH2:30]3)[CH2:14][CH2:13]2)=[C:8]2[C:3]=1[CH:4]=[CH:5][CH:6]=[N:7]2, predict the reactants needed to synthesize it. The reactants are: [F:1][C:2]1[CH:11]=[CH:10][C:9]([N:12]2[CH2:17][CH2:16][C:15](=O)[CH2:14][CH2:13]2)=[C:8]2[C:3]=1[CH:4]=[CH:5][CH:6]=[N:7]2.[F:19][C:20]1[CH:21]=[CH:22][C:23]2[O:27][CH:26]=[C:25]([N:28]3[CH2:33][CH2:32][NH:31][CH2:30][CH2:29]3)[C:24]=2[CH:34]=1.C(O[BH-](OC(=O)C)OC(=O)C)(=O)C.[Na+].C(O)(=O)C. (9) Given the product [Br:10][C:9]1[C:2]2[N:3]([C:12]([C:15]([O:17][CH2:18][CH3:19])=[O:16])=[CH:13][N:1]=2)[CH:4]=[C:5]([C:6]#[N:7])[CH:8]=1, predict the reactants needed to synthesize it. The reactants are: [NH2:1][C:2]1[C:9]([Br:10])=[CH:8][C:5]([C:6]#[N:7])=[CH:4][N:3]=1.Cl[C:12]([C:15]([O:17][CH2:18][CH3:19])=[O:16])=[CH:13][O-].[K+].S(=O)(=O)(O)O.C(=O)(O)[O-].[Na+].